This data is from Full USPTO retrosynthesis dataset with 1.9M reactions from patents (1976-2016). The task is: Predict the reactants needed to synthesize the given product. (1) Given the product [Cl:1][C:2]1[CH:3]=[CH:4][C:5]([C:25]#[N:26])=[C:6]([C:8]2[C:13]([O:14][CH3:15])=[CH:12][N:11]([CH:16]([CH2:33][C:34]3([C:38]([F:41])([F:40])[F:39])[CH2:37][CH2:36][CH2:35]3)[C:17]([O:19][C:20]([CH3:21])([CH3:22])[CH3:23])=[O:18])[C:10](=[O:24])[CH:9]=2)[CH:7]=1, predict the reactants needed to synthesize it. The reactants are: [Cl:1][C:2]1[CH:3]=[CH:4][C:5]([C:25]#[N:26])=[C:6]([C:8]2[C:13]([O:14][CH3:15])=[CH:12][N:11]([CH2:16][C:17]([O:19][C:20]([CH3:23])([CH3:22])[CH3:21])=[O:18])[C:10](=[O:24])[CH:9]=2)[CH:7]=1.FC(F)(F)S(O[CH2:33][C:34]1([C:38]([F:41])([F:40])[F:39])[CH2:37][CH2:36][CH2:35]1)(=O)=O. (2) Given the product [C:1]([O:5][C:6]([N:8]1[CH2:13][C:12](=[O:14])[NH:11][CH2:10][C@H:9]1[C:15]([N:29]([CH3:30])[CH3:28])=[O:17])=[O:7])([CH3:2])([CH3:3])[CH3:4], predict the reactants needed to synthesize it. The reactants are: [C:1]([O:5][C:6]([N:8]1[CH2:13][C:12](=[O:14])[NH:11][CH2:10][C@H:9]1[C:15]([OH:17])=O)=[O:7])([CH3:4])([CH3:3])[CH3:2].ON1C2C=CC=CC=2N=N1.[CH3:28][NH:29][CH3:30].Cl.CN(C)CCCN=C=NCC. (3) Given the product [CH3:1][C:2]1[O:6][C:5]([C:7]2[CH:12]=[CH:11][CH:10]=[CH:9][CH:8]=2)=[N:4][C:3]=1[CH2:13][CH2:14][O:15][S:22]([C:19]1[CH:20]=[CH:21][C:16]([CH3:26])=[CH:17][CH:18]=1)(=[O:24])=[O:23], predict the reactants needed to synthesize it. The reactants are: [CH3:1][C:2]1[O:6][C:5]([C:7]2[CH:12]=[CH:11][CH:10]=[CH:9][CH:8]=2)=[N:4][C:3]=1[CH2:13][CH2:14][OH:15].[C:16]1([CH3:26])[CH:21]=[CH:20][C:19]([S:22](Cl)(=[O:24])=[O:23])=[CH:18][CH:17]=1.C(N(CC)CC)C.Cl. (4) Given the product [CH3:1][O:2][C:3]1[CH:8]=[CH:7][C:6]([N+:9]([O-:11])=[O:10])=[CH:5][C:4]=1[O:12][CH2:15][CH2:16][N:17]1[CH2:22][CH2:21][CH2:20][CH2:19][CH2:18]1, predict the reactants needed to synthesize it. The reactants are: [CH3:1][O:2][C:3]1[CH:8]=[CH:7][C:6]([N+:9]([O-:11])=[O:10])=[CH:5][C:4]=1[OH:12].Cl.Cl[CH2:15][CH2:16][N:17]1[CH2:22][CH2:21][CH2:20][CH2:19][CH2:18]1. (5) Given the product [CH3:43][O:44][C:45]1[CH:50]=[CH:49][C:48]([O:51]/[CH:28]=[CH:29]/[O:30][C:31]2[CH:36]=[CH:35][C:34]([C:37]3[CH:42]=[CH:41][CH:40]=[CH:39][CH:38]=3)=[CH:33][CH:32]=2)=[CH:47][CH:46]=1, predict the reactants needed to synthesize it. The reactants are: C(C1C=CC(O/C=C/OC2C=CC(C3C=CC=CC=3)=CC=2)=CC=1)(C)(C)C.I/[CH:28]=[CH:29]/[O:30][C:31]1[CH:36]=[CH:35][C:34]([C:37]2[CH:42]=[CH:41][CH:40]=[CH:39][CH:38]=2)=[CH:33][CH:32]=1.[CH3:43][O:44][C:45]1[CH:50]=[CH:49][C:48]([OH:51])=[CH:47][CH:46]=1.C([O-])([O-])=O.[Cs+].[Cs+]. (6) Given the product [F:30][C:31]1[CH:36]=[CH:35][C:34]([CH2:37][NH:38][CH2:6][CH2:7][N:8]2[C:12](=[O:13])[N:11]([C:14]3[S:15][C:16]([C:20]([NH:21][CH2:22][C:23]4[CH:24]=[N:25][CH:26]=[CH:27][CH:28]=4)=[O:29])=[C:17]([CH3:19])[N:18]=3)[CH:10]=[N:9]2)=[CH:33][CH:32]=1, predict the reactants needed to synthesize it. The reactants are: CS(O[CH2:6][CH2:7][N:8]1[C:12](=[O:13])[N:11]([C:14]2[S:15][C:16]([C:20](=[O:29])[NH:21][CH2:22][C:23]3[CH:24]=[N:25][CH:26]=[CH:27][CH:28]=3)=[C:17]([CH3:19])[N:18]=2)[CH:10]=[N:9]1)(=O)=O.[F:30][C:31]1[CH:36]=[CH:35][C:34]([CH2:37][NH2:38])=[CH:33][CH:32]=1. (7) Given the product [OH:49][CH2:48][CH2:36][C@@H:37]([NH:38][C:11]([C:8]1[CH:9]=[C:10]2[C:5](=[CH:6][CH:7]=1)[NH:4][N:3]=[C:2]2[I:1])=[O:13])[C:23]1[CH:24]=[CH:25][CH:26]=[CH:27][CH:28]=1, predict the reactants needed to synthesize it. The reactants are: [I:1][C:2]1[C:10]2[C:5](=[CH:6][CH:7]=[C:8]([C:11]([OH:13])=O)[CH:9]=2)[NH:4][N:3]=1.CN(C(ON1N=N[C:24]2[CH:25]=[CH:26][CH:27]=[CH:28][C:23]1=2)=[N+](C)C)C.[B-](F)(F)(F)F.[CH3:36][CH2:37][N:38](C(C)C)C(C)C.CN([CH:48]=[O:49])C.